Dataset: Peptide-MHC class II binding affinity with 134,281 pairs from IEDB. Task: Regression. Given a peptide amino acid sequence and an MHC pseudo amino acid sequence, predict their binding affinity value. This is MHC class II binding data. (1) The peptide sequence is GFKAAVAAAASVP. The MHC is HLA-DPA10201-DPB10501 with pseudo-sequence HLA-DPA10201-DPB10501. The binding affinity (normalized) is 0.460. (2) The peptide sequence is QGQWRGAAGTAAQAA. The MHC is HLA-DPA10201-DPB10501 with pseudo-sequence HLA-DPA10201-DPB10501. The binding affinity (normalized) is 0. (3) The peptide sequence is IMLLAYYIAAVNIES. The MHC is DRB1_1501 with pseudo-sequence DRB1_1501. The binding affinity (normalized) is 0.374. (4) The peptide sequence is SELQIVDKIDAAFKI. The MHC is DRB1_1201 with pseudo-sequence DRB1_1201. The binding affinity (normalized) is 0.620. (5) The binding affinity (normalized) is 0.761. The peptide sequence is RSPISNMVSMANNHM. The MHC is DRB1_0404 with pseudo-sequence DRB1_0404.